The task is: Predict the reactants needed to synthesize the given product.. This data is from Retrosynthesis with 50K atom-mapped reactions and 10 reaction types from USPTO. (1) Given the product CC(OC(=O)c1cccnc1)c1nc2c(c(=O)n(C)c(=O)n2C)n1C, predict the reactants needed to synthesize it. The reactants are: CC(Cl)c1nc2c(c(=O)n(C)c(=O)n2C)n1C.O=C([O-])c1cccnc1. (2) The reactants are: O=C1Nc2cccc(Br)c2C1(O)c1cc2c(cc1O)OCC2. Given the product O=C1Nc2cccc(Br)c2C1c1cc2c(cc1O)OCC2, predict the reactants needed to synthesize it.